This data is from Forward reaction prediction with 1.9M reactions from USPTO patents (1976-2016). The task is: Predict the product of the given reaction. (1) Given the reactants [C:1]([Si:5]([O:8][CH2:9][C:10]1[CH:15]=[CH:14][C:13]([C:16]#[CH:17])=[CH:12][CH:11]=1)([CH3:7])[CH3:6])([CH3:4])([CH3:3])[CH3:2].[CH2:18]([Li])CCC.IC.S([O-])([O-])(=O)=O.[Mg+2], predict the reaction product. The product is: [C:1]([Si:5]([CH3:7])([CH3:6])[O:8][CH2:9][C:10]1[CH:15]=[CH:14][C:13]([C:16]#[C:17][CH3:18])=[CH:12][CH:11]=1)([CH3:4])([CH3:3])[CH3:2]. (2) Given the reactants [CH3:1][O:2][C:3](=[O:34])[CH2:4][C@H:5]1[C:9]2[CH:10]=[CH:11][C:12]([O:14][C@H:15]3[C:23]4[C:18](=[C:19]([O:25][C:26]5[CH:31]=[C:30]([OH:32])[CH:29]=[CH:28][C:27]=5[F:33])[CH:20]=[CH:21][C:22]=4[F:24])[CH2:17][CH2:16]3)=[CH:13][C:8]=2[O:7][CH2:6]1.[OH:35][C:36]([CH3:51])([CH3:50])[CH2:37][CH2:38]OS(C1C=CC(C)=CC=1)(=O)=O, predict the reaction product. The product is: [CH3:1][O:2][C:3](=[O:34])[CH2:4][C@H:5]1[C:9]2[CH:10]=[CH:11][C:12]([O:14][C@H:15]3[C:23]4[C:18](=[C:19]([O:25][C:26]5[CH:31]=[C:30]([O:32][CH2:38][CH2:37][C:36]([OH:35])([CH3:51])[CH3:50])[CH:29]=[CH:28][C:27]=5[F:33])[CH:20]=[CH:21][C:22]=4[F:24])[CH2:17][CH2:16]3)=[CH:13][C:8]=2[O:7][CH2:6]1. (3) Given the reactants [CH3:1][O:2][C:3]1[C:4]([N+:15]([O-:17])=[O:16])=[CH:5][C:6]2[CH2:12][CH2:11][C:10](=O)[CH2:9][CH2:8][C:7]=2[CH:14]=1.[CH3:18][O:19][CH2:20][CH2:21][NH2:22], predict the reaction product. The product is: [CH3:18][O:19][CH2:20][CH2:21][NH:22][CH:10]1[CH2:9][CH2:8][C:7]2[CH:14]=[C:3]([O:2][CH3:1])[C:4]([N+:15]([O-:17])=[O:16])=[CH:5][C:6]=2[CH2:12][CH2:11]1. (4) Given the reactants [Br:1][C:2]1[CH:3]=[C:4]([C:9]2[O:13][N:12]=[CH:11][C:10]=2[CH2:14][CH2:15][C:16](OC)=[O:17])[CH:5]=[CH:6][C:7]=1[Cl:8].[H-].C([Al+]CC(C)C)C(C)C.Cl, predict the reaction product. The product is: [Br:1][C:2]1[CH:3]=[C:4]([C:9]2[O:13][N:12]=[CH:11][C:10]=2[CH2:14][CH2:15][CH2:16][OH:17])[CH:5]=[CH:6][C:7]=1[Cl:8]. (5) The product is: [CH2:1]([O:3][CH:4]([O:8][CH2:9][CH3:10])[CH2:5][C:6]#[C:7][C:16]([NH:26][C:24]1[S:23][N:22]=[C:21]([CH3:20])[CH:25]=1)=[O:18])[CH3:2]. Given the reactants [CH2:1]([O:3][CH:4]([O:8][CH2:9][CH3:10])[CH2:5][C:6]#[CH:7])[CH3:2].C([Li])CCC.[C:16](=[O:18])=O.Cl.[CH3:20][C:21]1[CH:25]=[C:24]([NH2:26])[S:23][N:22]=1.CN(C(ON1N=NC2C=CC=NC1=2)=[N+](C)C)C.F[P-](F)(F)(F)(F)F.CCN(C(C)C)C(C)C.CN(C)C(=O)N(C)C, predict the reaction product. (6) The product is: [CH2:14]([C:2]1[CH:11]=[CH:10][C:9]2[C:4](=[N:5][CH:6]=[CH:7][CH:8]=2)[N:3]=1)[CH:13]=[CH2:12]. Given the reactants Br[C:2]1[CH:11]=[CH:10][C:9]2[C:4](=[N:5][CH:6]=[CH:7][CH:8]=2)[N:3]=1.[CH2:12](B1OC(C)(C)C(C)(C)O1)[CH:13]=[CH2:14].[F-].[Cs+], predict the reaction product. (7) Given the reactants [OH:1][C:2]1[C:9]([O:10][CH3:11])=[CH:8][C:5]([CH:6]=[O:7])=[CH:4][C:3]=1[O:12][CH3:13].C([O-])([O-])=O.[Cs+].[Cs+].Br[CH2:21][CH:22]([CH2:25][CH3:26])[CH2:23][CH3:24].O, predict the reaction product. The product is: [CH2:23]([CH:22]([CH2:25][CH3:26])[CH2:21][O:1][C:2]1[C:3]([O:12][CH3:13])=[CH:4][C:5]([CH:6]=[O:7])=[CH:8][C:9]=1[O:10][CH3:11])[CH3:24].